From a dataset of Reaction yield outcomes from USPTO patents with 853,638 reactions. Predict the reaction yield, written as a fraction of the theoretical maximum amount of product (1.0 means a 100% yield; for example, 0.34 means a 34% yield). (1) The reactants are [CH3:1][O:2][C:3](=[O:20])[C:4]1[CH:9]=[CH:8][C:7]([CH2:10][NH:11][C:12]2[CH:17]=[CH:16][C:15]([CH3:18])=[CH:14][C:13]=2[NH2:19])=[CH:6][CH:5]=1.[CH:21](O)=O. The catalyst is COC(OC)OC. The product is [CH3:1][O:2][C:3](=[O:20])[C:4]1[CH:5]=[CH:6][C:7]([CH2:10][N:11]2[C:12]3[CH:17]=[CH:16][C:15]([CH3:18])=[CH:14][C:13]=3[N:19]=[CH:21]2)=[CH:8][CH:9]=1. The yield is 0.610. (2) The reactants are [C:1]([C:3]([NH:7][C:8]([C-:10]1[CH:14]=[CH:13][CH:12]=[CH:11]1)=[O:9])([CH3:6])[CH2:4][OH:5])#[N:2].[CH-:15]1[CH:19]=[CH:18][CH:17]=[CH:16]1.[Fe+2:20].[H-].[Na+].F[C:24]1[CH:25]=[C:26]([CH:29]=[CH:30][C:31]=1[C:32]([F:35])([F:34])[F:33])[C:27]#[N:28]. The catalyst is C1COCC1. The product is [C:1]([C:3]([NH:7][C:8]([C-:10]1[CH:14]=[CH:13][CH:12]=[CH:11]1)=[O:9])([CH3:6])[CH2:4][O:5][C:24]1[CH:25]=[C:26]([C:27]#[N:28])[CH:29]=[CH:30][C:31]=1[C:32]([F:33])([F:35])[F:34])#[N:2].[CH-:15]1[CH:19]=[CH:18][CH:17]=[CH:16]1.[Fe+2:20]. The yield is 0.260. (3) The reactants are [CH3:1][O:2][C@H:3]1[CH2:20][CH2:19][C@@:18]2([CH3:21])[C:5](=[CH:6][CH2:7][C@@H:8]3[C@@H:17]2[CH2:16][CH2:15][C@@:13]2([CH3:14])[C@H:9]3[CH2:10][CH2:11][C@@H:12]2[OH:22])[CH2:4]1.[OH:23]N1C(=O)C2=CC=CC=C2C1=O. No catalyst specified. The product is [CH3:1][O:2][C@H:3]1[CH2:20][CH2:19][C@@:18]2([CH3:21])[C:5](=[CH:6][C:7](=[O:23])[C@@H:8]3[C@@H:17]2[CH2:16][CH2:15][C@@:13]2([CH3:14])[C@H:9]3[CH2:10][CH2:11][C@@H:12]2[OH:22])[CH2:4]1. The yield is 0.530.